From a dataset of Peptide-MHC class II binding affinity with 134,281 pairs from IEDB. Regression. Given a peptide amino acid sequence and an MHC pseudo amino acid sequence, predict their binding affinity value. This is MHC class II binding data. (1) The peptide sequence is KCKYPEGTKVTFHVE. The MHC is DRB1_0701 with pseudo-sequence DRB1_0701. The binding affinity (normalized) is 0.433. (2) The peptide sequence is TKETETEAPAAPAEG. The MHC is DRB1_1302 with pseudo-sequence DRB1_1302. The binding affinity (normalized) is 0.0347.